From a dataset of Catalyst prediction with 721,799 reactions and 888 catalyst types from USPTO. Predict which catalyst facilitates the given reaction. (1) Product: [C:1]1([S:7]([N:10]2[C:18]3[C:13](=[CH:14][C:15]([CH:19]=[N:28][S@:26]([C:23]([CH3:25])([CH3:24])[CH3:22])=[O:27])=[CH:16][CH:17]=3)[CH:12]=[C:11]2[CH3:21])(=[O:9])=[O:8])[CH:6]=[CH:5][CH:4]=[CH:3][CH:2]=1. Reactant: [C:1]1([S:7]([N:10]2[C:18]3[C:13](=[CH:14][C:15]([CH:19]=O)=[CH:16][CH:17]=3)[CH:12]=[C:11]2[CH3:21])(=[O:9])=[O:8])[CH:6]=[CH:5][CH:4]=[CH:3][CH:2]=1.[CH3:22][C:23]([S@@:26]([NH2:28])=[O:27])([CH3:25])[CH3:24]. The catalyst class is: 220. (2) Reactant: Cl[C:2]1[N:7]=[N:6][C:5]([NH:8][CH2:9][CH:10]2[CH2:15][CH2:14][N:13]([C:16]([O:18][CH2:19][C:20]3[CH:25]=[CH:24][CH:23]=[CH:22][CH:21]=3)=[O:17])[CH2:12][CH2:11]2)=[CH:4][CH:3]=1.C([O-])(=[O:28])C.[Na+]. Product: [OH:28][C:2]1[N:7]=[N:6][C:5]([NH:8][CH2:9][CH:10]2[CH2:15][CH2:14][N:13]([C:16]([O:18][CH2:19][C:20]3[CH:25]=[CH:24][CH:23]=[CH:22][CH:21]=3)=[O:17])[CH2:12][CH2:11]2)=[CH:4][CH:3]=1. The catalyst class is: 15. (3) Reactant: [CH2:1]([N:3]1[CH:7]=[C:6]([C:8]([OH:10])=O)[C:5]([CH3:11])=[N:4]1)[CH3:2].O1CCCC1.S(Cl)(Cl)=O.[NH2:21][C:22]1[CH:23]=[C:24]([CH:41]=[CH:42][C:43]=1[Cl:44])[O:25][C:26]1[CH:27]=[CH:28][C:29]2[N:30]([N:32]=[C:33]([NH:35][C:36]([CH:38]3[CH2:40][CH2:39]3)=[O:37])[N:34]=2)[CH:31]=1. Product: [Cl:44][C:43]1[CH:42]=[CH:41][C:24]([O:25][C:26]2[CH:27]=[CH:28][C:29]3[N:30]([N:32]=[C:33]([NH:35][C:36]([CH:38]4[CH2:40][CH2:39]4)=[O:37])[N:34]=3)[CH:31]=2)=[CH:23][C:22]=1[NH:21][C:8]([C:6]1[C:5]([CH3:11])=[N:4][N:3]([CH2:1][CH3:2])[CH:7]=1)=[O:10]. The catalyst class is: 402. (4) Reactant: [CH3:1][O:2][C:3]([C:5]1[C:13]([CH2:14][N:15]2[C:19]3[CH:20]=[CH:21][CH:22]=[CH:23][C:18]=3[N:17](C(C)=C)[C:16]2=[O:27])=[C:12]2[C:8]([C:9]([CH3:30])=[C:10]([CH3:29])[N:11]2[CH3:28])=[CH:7][CH:6]=1)=[O:4].Cl. Product: [CH3:1][O:2][C:3]([C:5]1[C:13]([CH2:14][N:15]2[C:19]3[CH:20]=[CH:21][CH:22]=[CH:23][C:18]=3[NH:17][C:16]2=[O:27])=[C:12]2[C:8]([C:9]([CH3:30])=[C:10]([CH3:29])[N:11]2[CH3:28])=[CH:7][CH:6]=1)=[O:4]. The catalyst class is: 5.